Task: Predict which catalyst facilitates the given reaction.. Dataset: Catalyst prediction with 721,799 reactions and 888 catalyst types from USPTO (1) Reactant: [I:1][C:2]1[CH:3]=[CH:4][C:5]2[N:6]([C:8]([CH3:19])=[C:9]([NH:11]C(=O)OC(C)(C)C)[N:10]=2)[N:7]=1.FC(F)(F)C(O)=O.[OH-].[Na+]. Product: [I:1][C:2]1[CH:3]=[CH:4][C:5]2[N:6]([C:8]([CH3:19])=[C:9]([NH2:11])[N:10]=2)[N:7]=1. The catalyst class is: 4. (2) Reactant: [Cl:1][C:2]1[CH:22]=[C:21]([Cl:23])[CH:20]=[CH:19][C:3]=1[CH2:4][C:5]1[C:6](=[O:18])[NH:7][C:8]2[C:13]([C:14]=1[CH3:15])=[C:12]([OH:16])[CH:11]=[CH:10][C:9]=2[F:17].CN(C)C=O.C(=O)([O-])[O-].[K+].[K+].[CH3:35][O:36][C:37](=[O:41])[C@H:38](Cl)[CH3:39]. Product: [CH3:35][O:36][C:37](=[O:41])[C@@H:38]([O:16][C:12]1[CH:11]=[CH:10][C:9]([F:17])=[C:8]2[C:13]=1[C:14]([CH3:15])=[C:5]([CH2:4][C:3]1[CH:19]=[CH:20][C:21]([Cl:23])=[CH:22][C:2]=1[Cl:1])[C:6](=[O:18])[NH:7]2)[CH3:39]. The catalyst class is: 6. (3) Reactant: C(OC(=O)[NH:7][CH:8]1[CH2:13][CH2:12][CH:11]([CH2:14][NH:15][C:16]2[C:21]([Cl:22])=[CH:20][N:19]=[C:18](Cl)[N:17]=2)[CH2:10][CH2:9]1)(C)(C)C.Cl.[F:26][C:27]([F:38])([F:37])[O:28][C:29]1[CH:36]=[CH:35][CH:34]=[CH:33][C:30]=1[CH2:31][NH2:32]. Product: [NH2:7][C@H:8]1[CH2:9][CH2:10][C@H:11]([CH2:14][NH:15][C:16]2[C:21]([Cl:22])=[CH:20][N:19]=[C:18]([NH:32][CH2:31][C:30]3[CH:33]=[CH:34][CH:35]=[CH:36][C:29]=3[O:28][C:27]([F:26])([F:37])[F:38])[N:17]=2)[CH2:12][CH2:13]1. The catalyst class is: 25. (4) Reactant: [CH2:1](I)[CH3:2].CN(C=O)C.[Br:9][C:10]1[C:19]([O:20][CH3:21])=[CH:18][C:13]([C:14]([O:16][CH3:17])=[O:15])=[CH:12][C:11]=1[OH:22].C(=O)([O-])[O-].[K+].[K+]. Product: [Br:9][C:10]1[C:19]([O:20][CH3:21])=[CH:18][C:13]([C:14]([O:16][CH3:17])=[O:15])=[CH:12][C:11]=1[O:22][CH2:1][CH3:2]. The catalyst class is: 6. (5) Reactant: [CH3:1][N:2]([CH2:4][C:5]1[CH:10]=[CH:9][C:8]([CH:11]([OH:22])[CH2:12][N:13](C)[C:14](=O)OC(C)(C)C)=[CH:7][CH:6]=1)[CH3:3]. Product: [CH3:3][N:2]([CH2:4][C:5]1[CH:10]=[CH:9][C:8]([CH:11]([OH:22])[CH2:12][NH:13][CH3:14])=[CH:7][CH:6]=1)[CH3:1]. The catalyst class is: 89.